This data is from Forward reaction prediction with 1.9M reactions from USPTO patents (1976-2016). The task is: Predict the product of the given reaction. (1) Given the reactants C(N1C=CN=C1)(N1C=CN=C1)=O.[I:13][C:14]1[CH:22]=[CH:21][C:17]([C:18]([OH:20])=O)=[CH:16][CH:15]=1.O[NH:24][C:25](=[NH:27])[CH3:26].C[O-].[Na+].CO, predict the reaction product. The product is: [I:13][C:14]1[CH:15]=[CH:16][C:17]([C:18]2[O:20][N:27]=[C:25]([CH3:26])[N:24]=2)=[CH:21][CH:22]=1. (2) Given the reactants [Cl:1][C:2]1[CH:28]=[CH:27][C:5]([C:6]([NH:8][C:9]2[S:10][CH:11]=[C:12]([CH2:14][C:15]([N:17]3[CH2:22][CH2:21][N:20]([CH2:23][C:24]([OH:26])=O)[CH2:19][CH2:18]3)=[O:16])[N:13]=2)=[O:7])=[CH:4][CH:3]=1.[NH:29]1[CH2:37][CH2:36][CH2:35][C@H:30]1[C:31]([NH:33][CH3:34])=[O:32], predict the reaction product. The product is: [CH3:34][NH:33][C:31]([C@@H:30]1[CH2:35][CH2:36][CH2:37][N:29]1[C:24](=[O:26])[CH2:23][N:20]1[CH2:21][CH2:22][N:17]([C:15](=[O:16])[CH2:14][C:12]2[N:13]=[C:9]([NH:8][C:6](=[O:7])[C:5]3[CH:27]=[CH:28][C:2]([Cl:1])=[CH:3][CH:4]=3)[S:10][CH:11]=2)[CH2:18][CH2:19]1)=[O:32]. (3) The product is: [NH2:38][C:39]1[N:40]=[CH:41][C:42]([C:51]2[CH:52]=[CH:53][C:54]([C:55]([N:57]([CH3:59])[CH3:58])=[O:56])=[CH:60][CH:61]=2)=[N:43][C:44]=1[C:45]1[O:46][C:47]([N:10]2[CH2:13][CH2:12][CH2:11]2)=[N:48][N:49]=1. Given the reactants CCN(C(C)C)C(C)C.[NH:10]1[CH2:13][CH2:12][CH2:11]1.F[P-](F)(F)(F)(F)F.Br[P+](N1CCCC1)(N1CCCC1)N1CCCC1.[NH2:38][C:39]1[N:40]=[CH:41][C:42]([C:51]2[CH:61]=[CH:60][C:54]([C:55]([N:57]([CH3:59])[CH3:58])=[O:56])=[CH:53][CH:52]=2)=[N:43][C:44]=1[C:45]1[O:46][C:47](=O)[NH:48][N:49]=1, predict the reaction product. (4) Given the reactants [C:1]([O:5][C:6]([N:8]1[CH2:13][CH2:12][CH:11]([C:14](=[O:19])N(OC)C)[CH2:10][CH2:9]1)=[O:7])([CH3:4])([CH3:3])[CH3:2].[CH3:20][O:21][C:22]1[CH:27]=[CH:26][C:25]([Mg]Br)=[CH:24][C:23]=1[CH3:30].[NH4+].[Cl-], predict the reaction product. The product is: [C:1]([O:5][C:6]([N:8]1[CH2:9][CH2:10][CH:11]([C:14](=[O:19])[C:25]2[CH:26]=[CH:27][C:22]([O:21][CH3:20])=[C:23]([CH3:30])[CH:24]=2)[CH2:12][CH2:13]1)=[O:7])([CH3:2])([CH3:3])[CH3:4]. (5) Given the reactants C([O:4][C@H:5]1[C@H:10]([O:11]C(=O)C)[C@@H:9]([O:15]C(=O)C)[C@H:8]([C:19]2[CH:24]=[CH:23][C:22]([Cl:25])=[C:21]([CH2:26][C:27]3[CH:32]=[CH:31][C:30]([O:33][CH2:34][CH:35]=[N:36][O:37][CH3:38])=[CH:29][CH:28]=3)[CH:20]=2)[O:7][C@@H:6]1[CH2:39][O:40]C(=O)C)(=O)C.O.[OH-].[Li+], predict the reaction product. The product is: [CH3:38][O:37][N:36]=[CH:35][CH2:34][O:33][C:30]1[CH:31]=[CH:32][C:27]([CH2:26][C:21]2[CH:20]=[C:19]([C@H:8]3[C@H:9]([OH:15])[C@@H:10]([OH:11])[C@H:5]([OH:4])[C@@H:6]([CH2:39][OH:40])[O:7]3)[CH:24]=[CH:23][C:22]=2[Cl:25])=[CH:28][CH:29]=1. (6) The product is: [CH2:5]([O:7][C:8]1[CH:13]=[C:12]([CH:14]2[CH2:19][CH2:18][N:17]([CH2:28][CH2:27][S:29]([CH3:32])(=[O:31])=[O:30])[CH2:16][CH2:15]2)[CH:11]=[CH:10][C:9]=1[NH:20][C:21](=[O:26])[C:22]([F:23])([F:24])[F:25])[CH3:6]. Given the reactants C(O)(=O)C.[CH2:5]([O:7][C:8]1[CH:13]=[C:12]([CH:14]2[CH2:19][CH2:18][NH:17][CH2:16][CH2:15]2)[CH:11]=[CH:10][C:9]=1[NH:20][C:21](=[O:26])[C:22]([F:25])([F:24])[F:23])[CH3:6].[CH:27]([S:29]([CH3:32])(=[O:31])=[O:30])=[CH2:28].C([O-])([O-])=O.[K+].[K+], predict the reaction product.